From a dataset of Reaction yield outcomes from USPTO patents with 853,638 reactions. Predict the reaction yield, written as a fraction of the theoretical maximum amount of product (1.0 means a 100% yield; for example, 0.34 means a 34% yield). The reactants are [C:1]([CH:9]([CH2:15][C:16](=O)[C:17]1[CH:22]=[CH:21][CH:20]=[CH:19][CH:18]=1)[C:10]([O:12][CH2:13][CH3:14])=[O:11])(=O)[C:2]1[CH:7]=[CH:6][CH:5]=[CH:4][CH:3]=1.COC1C=CC(P2(SP(C3C=CC(OC)=CC=3)(=S)S2)=[S:33])=CC=1. The catalyst is C1(C)C=CC=CC=1. The product is [C:2]1([C:1]2[S:33][C:16]([C:17]3[CH:22]=[CH:21][CH:20]=[CH:19][CH:18]=3)=[CH:15][C:9]=2[C:10]([O:12][CH2:13][CH3:14])=[O:11])[CH:7]=[CH:6][CH:5]=[CH:4][CH:3]=1. The yield is 0.550.